Dataset: Forward reaction prediction with 1.9M reactions from USPTO patents (1976-2016). Task: Predict the product of the given reaction. (1) Given the reactants [CH2:1]([C:3]1[CH:4]=[C:5]([CH3:34])[C:6]([N:9]2[CH2:14][CH2:13][N:12]([C:15]([C:17]3[CH:18]=[N:19][C:20]([NH:24]CC4C=CC(OC)=CC=4)=[CH:21][C:22]=3[CH3:23])=[O:16])[CH2:11][CH2:10]2)=[N:7][CH:8]=1)[CH3:2].FC(F)(F)C(O)=O, predict the reaction product. The product is: [NH2:24][C:20]1[N:19]=[CH:18][C:17]([C:15]([N:12]2[CH2:13][CH2:14][N:9]([C:6]3[C:5]([CH3:34])=[CH:4][C:3]([CH2:1][CH3:2])=[CH:8][N:7]=3)[CH2:10][CH2:11]2)=[O:16])=[C:22]([CH3:23])[CH:21]=1. (2) Given the reactants [CH3:1][C:2]([C:4]1[C:5]([OH:11])=[CH:6][CH:7]=[CH:8][C:9]=1[OH:10])=[O:3].C(=O)([O-])[O-].[K+].[K+].Br[CH2:19][C:20]([O:22][C:23]([CH3:26])([CH3:25])[CH3:24])=[O:21], predict the reaction product. The product is: [C:23]([O:22][C:20](=[O:21])[CH2:19][O:11][C:5]1[CH:6]=[CH:7][CH:8]=[C:9]([OH:10])[C:4]=1[C:2](=[O:3])[CH3:1])([CH3:26])([CH3:25])[CH3:24]. (3) Given the reactants [Br:1][C:2]1[CH:3]=[C:4]([C:8]2([CH2:15]O)[NH:13][C:12](=[O:14])[CH2:11][O:10][CH2:9]2)[CH:5]=[CH:6][CH:7]=1.CCN(S(F)(F)[F:23])CC.C([O-])([O-])=O.[Na+].[Na+], predict the reaction product. The product is: [Br:1][C:2]1[CH:3]=[C:4]([C:8]2([CH2:15][F:23])[NH:13][C:12](=[O:14])[CH2:11][O:10][CH2:9]2)[CH:5]=[CH:6][CH:7]=1. (4) Given the reactants [CH:1]([C:3]1[O:4][C:5](B(O)O)=[CH:6][CH:7]=1)=[O:2].Br[C:12]1[CH:13]=[N:14][CH:15]=[C:16]([CH:20]=1)[C:17]([OH:19])=[O:18].C(=O)([O-])[O-].[Na+].[Na+].O1CCOCC1, predict the reaction product. The product is: [CH:1]([C:3]1[O:4][C:5]([C:12]2[CH:13]=[N:14][CH:15]=[C:16]([CH:20]=2)[C:17]([OH:19])=[O:18])=[CH:6][CH:7]=1)=[O:2].